Dataset: NCI-60 drug combinations with 297,098 pairs across 59 cell lines. Task: Regression. Given two drug SMILES strings and cell line genomic features, predict the synergy score measuring deviation from expected non-interaction effect. (1) Drug 1: C1=NC(=NC(=O)N1C2C(C(C(O2)CO)O)O)N. Drug 2: COCCOC1=C(C=C2C(=C1)C(=NC=N2)NC3=CC=CC(=C3)C#C)OCCOC.Cl. Cell line: NCI-H322M. Synergy scores: CSS=42.6, Synergy_ZIP=-3.89, Synergy_Bliss=2.26, Synergy_Loewe=7.10, Synergy_HSA=8.73. (2) Drug 1: C1=C(C(=O)NC(=O)N1)N(CCCl)CCCl. Drug 2: CCC1(C2=C(COC1=O)C(=O)N3CC4=CC5=C(C=CC(=C5CN(C)C)O)N=C4C3=C2)O.Cl. Cell line: EKVX. Synergy scores: CSS=19.5, Synergy_ZIP=-4.15, Synergy_Bliss=1.76, Synergy_Loewe=2.60, Synergy_HSA=1.85. (3) Drug 1: C1=CC(=CC=C1CCC2=CNC3=C2C(=O)NC(=N3)N)C(=O)NC(CCC(=O)O)C(=O)O. Drug 2: CC1C(C(CC(O1)OC2CC(OC(C2O)C)OC3=CC4=CC5=C(C(=O)C(C(C5)C(C(=O)C(C(C)O)O)OC)OC6CC(C(C(O6)C)O)OC7CC(C(C(O7)C)O)OC8CC(C(C(O8)C)O)(C)O)C(=C4C(=C3C)O)O)O)O. Cell line: HOP-62. Synergy scores: CSS=25.5, Synergy_ZIP=-7.24, Synergy_Bliss=-0.0833, Synergy_Loewe=-1.28, Synergy_HSA=-0.281. (4) Drug 1: COC1=CC(=CC(=C1O)OC)C2C3C(COC3=O)C(C4=CC5=C(C=C24)OCO5)OC6C(C(C7C(O6)COC(O7)C8=CC=CS8)O)O. Drug 2: CC1=C(C(=CC=C1)Cl)NC(=O)C2=CN=C(S2)NC3=CC(=NC(=N3)C)N4CCN(CC4)CCO. Cell line: K-562. Synergy scores: CSS=84.9, Synergy_ZIP=3.48, Synergy_Bliss=2.78, Synergy_Loewe=2.89, Synergy_HSA=7.38. (5) Drug 1: CC(C1=C(C=CC(=C1Cl)F)Cl)OC2=C(N=CC(=C2)C3=CN(N=C3)C4CCNCC4)N. Cell line: OVCAR3. Drug 2: CN1CCC(CC1)COC2=C(C=C3C(=C2)N=CN=C3NC4=C(C=C(C=C4)Br)F)OC. Synergy scores: CSS=6.01, Synergy_ZIP=-2.73, Synergy_Bliss=2.60, Synergy_Loewe=-6.38, Synergy_HSA=0.390. (6) Drug 1: CCCCCOC(=O)NC1=NC(=O)N(C=C1F)C2C(C(C(O2)C)O)O. Drug 2: CC(C)(C#N)C1=CC(=CC(=C1)CN2C=NC=N2)C(C)(C)C#N. Cell line: NCI-H322M. Synergy scores: CSS=-1.06, Synergy_ZIP=0.668, Synergy_Bliss=-0.761, Synergy_Loewe=-3.89, Synergy_HSA=-3.26. (7) Drug 1: CC1=C(C=C(C=C1)NC2=NC=CC(=N2)N(C)C3=CC4=NN(C(=C4C=C3)C)C)S(=O)(=O)N.Cl. Drug 2: CC1=C(C=C(C=C1)NC(=O)C2=CC=C(C=C2)CN3CCN(CC3)C)NC4=NC=CC(=N4)C5=CN=CC=C5. Cell line: A498. Synergy scores: CSS=-9.44, Synergy_ZIP=2.85, Synergy_Bliss=-2.14, Synergy_Loewe=-6.48, Synergy_HSA=-6.16. (8) Drug 1: CN(CCCl)CCCl.Cl. Drug 2: CCC1(C2=C(COC1=O)C(=O)N3CC4=CC5=C(C=CC(=C5CN(C)C)O)N=C4C3=C2)O.Cl. Cell line: A498. Synergy scores: CSS=15.1, Synergy_ZIP=-3.33, Synergy_Bliss=0.176, Synergy_Loewe=-13.3, Synergy_HSA=-2.15. (9) Drug 1: CS(=O)(=O)CCNCC1=CC=C(O1)C2=CC3=C(C=C2)N=CN=C3NC4=CC(=C(C=C4)OCC5=CC(=CC=C5)F)Cl. Drug 2: C1CN1C2=NC(=NC(=N2)N3CC3)N4CC4. Cell line: NCI-H460. Synergy scores: CSS=47.2, Synergy_ZIP=3.34, Synergy_Bliss=0.290, Synergy_Loewe=-21.4, Synergy_HSA=-2.68.